Dataset: NCI-60 drug combinations with 297,098 pairs across 59 cell lines. Task: Regression. Given two drug SMILES strings and cell line genomic features, predict the synergy score measuring deviation from expected non-interaction effect. (1) Drug 1: CC1=C(C(CCC1)(C)C)C=CC(=CC=CC(=CC(=O)O)C)C. Drug 2: CC1CCC2CC(C(=CC=CC=CC(CC(C(=O)C(C(C(=CC(C(=O)CC(OC(=O)C3CCCCN3C(=O)C(=O)C1(O2)O)C(C)CC4CCC(C(C4)OC)O)C)C)O)OC)C)C)C)OC. Cell line: SF-539. Synergy scores: CSS=5.03, Synergy_ZIP=-1.38, Synergy_Bliss=2.29, Synergy_Loewe=0.884, Synergy_HSA=1.28. (2) Drug 1: CC1C(C(=O)NC(C(=O)N2CCCC2C(=O)N(CC(=O)N(C(C(=O)O1)C(C)C)C)C)C(C)C)NC(=O)C3=C4C(=C(C=C3)C)OC5=C(C(=O)C(=C(C5=N4)C(=O)NC6C(OC(=O)C(N(C(=O)CN(C(=O)C7CCCN7C(=O)C(NC6=O)C(C)C)C)C)C(C)C)C)N)C. Drug 2: CCN(CC)CCNC(=O)C1=C(NC(=C1C)C=C2C3=C(C=CC(=C3)F)NC2=O)C. Cell line: SF-268. Synergy scores: CSS=16.5, Synergy_ZIP=-4.63, Synergy_Bliss=-3.94, Synergy_Loewe=-3.74, Synergy_HSA=-3.56. (3) Drug 1: COC1=C2C(=CC3=C1OC=C3)C=CC(=O)O2. Drug 2: C1C(C(OC1N2C=NC(=NC2=O)N)CO)O. Cell line: T-47D. Synergy scores: CSS=9.27, Synergy_ZIP=-5.08, Synergy_Bliss=-4.71, Synergy_Loewe=6.05, Synergy_HSA=-2.33. (4) Drug 2: C1CCC(C(C1)N)N.C(=O)(C(=O)[O-])[O-].[Pt+4]. Drug 1: C1=CC(=C2C(=C1NCCNCCO)C(=O)C3=C(C=CC(=C3C2=O)O)O)NCCNCCO. Synergy scores: CSS=25.8, Synergy_ZIP=-9.66, Synergy_Bliss=-0.827, Synergy_Loewe=-3.82, Synergy_HSA=2.42. Cell line: OVCAR-5. (5) Drug 1: C1CN(P(=O)(OC1)NCCCl)CCCl. Drug 2: CC1CCCC2(C(O2)CC(NC(=O)CC(C(C(=O)C(C1O)C)(C)C)O)C(=CC3=CSC(=N3)C)C)C. Cell line: OVCAR-8. Synergy scores: CSS=50.6, Synergy_ZIP=3.81, Synergy_Bliss=2.69, Synergy_Loewe=-13.1, Synergy_HSA=1.40. (6) Drug 1: CC1=C(C=C(C=C1)NC2=NC=CC(=N2)N(C)C3=CC4=NN(C(=C4C=C3)C)C)S(=O)(=O)N.Cl. Drug 2: CC1=C2C(C(=O)C3(C(CC4C(C3C(C(C2(C)C)(CC1OC(=O)C(C(C5=CC=CC=C5)NC(=O)OC(C)(C)C)O)O)OC(=O)C6=CC=CC=C6)(CO4)OC(=O)C)O)C)O. Cell line: SNB-75. Synergy scores: CSS=29.6, Synergy_ZIP=-2.71, Synergy_Bliss=6.00, Synergy_Loewe=5.09, Synergy_HSA=5.18.